The task is: Predict which catalyst facilitates the given reaction.. This data is from Catalyst prediction with 721,799 reactions and 888 catalyst types from USPTO. (1) Reactant: [C:1]([NH:9][C:10]1[CH:15]=[CH:14][N:13]([C@@H:16]2[S:25][C@H:24]([CH2:26][O:27]C(C3C=CC=CC=3)(C3C=CC=CC=3)C3C=CC(OC)=CC=3)[C@@H:19]([O:20][C:21](=[O:23])[CH3:22])[C@@:17]2([C:49](=[O:51])[CH3:50])[OH:18])[C:12](=[O:52])[N:11]=1)(=[O:8])[C:2]1[CH:7]=[CH:6][CH:5]=[CH:4][CH:3]=1.C(=O)([O-])O.[Na+]. Product: [C:1]([NH:9][C:10]1[CH:15]=[CH:14][N:13]([C@@H:16]2[S:25][C@H:24]([CH2:26][OH:27])[C@@H:19]([O:20][C:21](=[O:23])[CH3:22])[C@@:17]2([C:49](=[O:51])[CH3:50])[OH:18])[C:12](=[O:52])[N:11]=1)(=[O:8])[C:2]1[CH:7]=[CH:6][CH:5]=[CH:4][CH:3]=1. The catalyst class is: 15. (2) Reactant: [NH2:1][C:2]1[N:10]=[C:9]2[C:5]([N:6]=[CH:7][N:8]2[C@@H:11]2[O:15][C@H:14]([CH2:16][OH:17])[C@@H:13]([OH:18])[C@:12]2([F:20])[CH3:19])=[C:4]([NH2:21])[N:3]=1.[CH3:22][C:23]([Si:26](Cl)([CH3:28])[CH3:27])([CH3:25])[CH3:24].CO. Product: [Si:26]([O:17][CH2:16][C@@H:14]1[C@@H:13]([OH:18])[C@:12]([F:20])([CH3:19])[C@H:11]([N:8]2[CH:7]=[N:6][C:5]3[C:9]2=[N:10][C:2]([NH2:1])=[N:3][C:4]=3[NH2:21])[O:15]1)([C:23]([CH3:25])([CH3:24])[CH3:22])([CH3:28])[CH3:27]. The catalyst class is: 17. (3) Reactant: C(=O)([O-])[O-].[Na+].[Na+].[CH3:7][O:8][C:9]1[C:14]([CH:15]=[O:16])=[C:13]([CH3:17])[C:12](B2OC(C)(C)C(C)(C)O2)=[CH:11][CH:10]=1.[Cl:27][C:28]1[N:33]=[C:32](Cl)[CH:31]=[CH:30][N:29]=1.O. Product: [Cl:27][C:28]1[N:33]=[C:32]([C:12]2[C:13]([CH3:17])=[C:14]([C:9]([O:8][CH3:7])=[CH:10][CH:11]=2)[CH:15]=[O:16])[CH:31]=[CH:30][N:29]=1. The catalyst class is: 216. (4) Reactant: [C:9](O[C:9]([O:11][C:12]([CH3:15])([CH3:14])[CH3:13])=[O:10])([O:11][C:12]([CH3:15])([CH3:14])[CH3:13])=[O:10].[CH2:16]([N:23]([CH2:36][C:37]1[CH:42]=[CH:41][CH:40]=[CH:39][CH:38]=1)[C:24]1[CH:25]=[C:26]2[C:31](=[C:32]([F:34])[CH:33]=1)[C:30]([NH2:35])=[N:29][CH:28]=[CH:27]2)[C:17]1[CH:22]=[CH:21][CH:20]=[CH:19][CH:18]=1. Product: [CH2:36]([N:23]([CH2:16][C:17]1[CH:18]=[CH:19][CH:20]=[CH:21][CH:22]=1)[C:24]1[CH:25]=[C:26]2[C:31](=[C:32]([F:34])[CH:33]=1)[C:30]([N:35]([C:9]([O:11][C:12]([CH3:13])([CH3:14])[CH3:15])=[O:10])[C:9]([O:11][C:12]([CH3:15])([CH3:14])[CH3:13])=[O:10])=[N:29][CH:28]=[CH:27]2)[C:37]1[CH:42]=[CH:41][CH:40]=[CH:39][CH:38]=1. The catalyst class is: 840.